Dataset: Reaction yield outcomes from USPTO patents with 853,638 reactions. Task: Predict the reaction yield, written as a fraction of the theoretical maximum amount of product (1.0 means a 100% yield; for example, 0.34 means a 34% yield). (1) The reactants are [CH3:1][C:2]([C:4]1[C:9]([Cl:10])=[C:8]([F:11])[CH:7]=[CH:6][C:5]=1[Cl:12])=[O:3].[H-].[Al+3].[Li+].[H-].[H-].[H-].[OH-].[Na+].[O-]S([O-])(=O)=O.[Mg+2]. The catalyst is C1COCC1.O. The product is [Cl:10][C:9]1[C:8]([F:11])=[CH:7][CH:6]=[C:5]([Cl:12])[C:4]=1[CH:2]([OH:3])[CH3:1]. The yield is 0.950. (2) The reactants are [CH3:1][C:2]1[CH:7]=[CH:6][C:5]([C:8]2[C:16]3[O:15][CH:14]([CH2:17][NH2:18])[CH2:13][C:12]=3[CH:11]=[CH:10][CH:9]=2)=[CH:4][CH:3]=1.C(N(C(C)C)CC)(C)C.Cl[C:29]([O:31][CH2:32][C:33]1[CH:38]=[CH:37][CH:36]=[CH:35][CH:34]=1)=[O:30]. No catalyst specified. The product is [CH3:1][C:2]1[CH:3]=[CH:4][C:5]([C:8]2[C:16]3[O:15][CH:14]([CH2:17][NH:18][C:29](=[O:30])[O:31][CH2:32][C:33]4[CH:38]=[CH:37][CH:36]=[CH:35][CH:34]=4)[CH2:13][C:12]=3[CH:11]=[CH:10][CH:9]=2)=[CH:6][CH:7]=1. The yield is 0.560. (3) The reactants are [CH:1]1([CH2:6][CH:7]([N:11]2[C:16](=[O:17])[CH:15]=[C:14]([O:18][C:19]3[C:24]([F:25])=[CH:23][CH:22]=[CH:21][C:20]=3[F:26])[CH:13]=[N:12]2)[C:8](O)=[O:9])[CH2:5][CH2:4][CH2:3][CH2:2]1.[C:27]([Si:31]([CH3:42])([CH3:41])[O:32][CH2:33][CH2:34][N:35]1[CH:39]=[CH:38][C:37]([NH2:40])=[N:36]1)([CH3:30])([CH3:29])[CH3:28]. No catalyst specified. The product is [C:27]([Si:31]([CH3:42])([CH3:41])[O:32][CH2:33][CH2:34][N:35]1[CH:39]=[CH:38][C:37]([NH:40][C:8](=[O:9])[CH:7]([N:11]2[C:16](=[O:17])[CH:15]=[C:14]([O:18][C:19]3[C:24]([F:25])=[CH:23][CH:22]=[CH:21][C:20]=3[F:26])[CH:13]=[N:12]2)[CH2:6][CH:1]2[CH2:2][CH2:3][CH2:4][CH2:5]2)=[N:36]1)([CH3:30])([CH3:29])[CH3:28]. The yield is 0.520. (4) The reactants are [C:12]([O:11][C:9](O[C:9]([O:11][C:12]([CH3:15])([CH3:14])[CH3:13])=[O:10])=[O:10])([CH3:15])([CH3:14])[CH3:13].Br.[Br:17][CH2:18][CH2:19][NH2:20].CN1CCOCC1. The catalyst is C(OCC)(=O)C. The product is [CH3:15][C:12]([CH3:13])([O:11][C:9]([NH:20][CH2:19][CH2:18][Br:17])=[O:10])[CH3:14]. The yield is 0.880. (5) The reactants are O[C:2]1[C:11]2[C:6](=[CH:7][CH:8]=[CH:9][CH:10]=2)[N:5]=[CH:4][C:3]=1[N+:12]([O-:14])=[O:13].O=P(Cl)(Cl)Cl.[NH2:20][CH2:21][CH2:22][CH2:23][CH2:24][OH:25].C(N(CC)CC)C. The catalyst is CN(C=O)C.CCO. The product is [OH:25][CH2:24][CH2:23][CH2:22][CH2:21][NH:20][C:2]1[C:11]2[C:6](=[CH:7][CH:8]=[CH:9][CH:10]=2)[N:5]=[CH:4][C:3]=1[N+:12]([O-:14])=[O:13]. The yield is 0.970. (6) The reactants are [CH3:1][O:2][C:3]1[S:4][CH:5]=[CH:6][CH:7]=1.[Li]CCCC.[C:13](=[O:15])=[O:14]. The catalyst is O1CCCC1. The product is [CH3:1][O:2][C:3]1[S:4][C:5]([C:13]([OH:15])=[O:14])=[CH:6][CH:7]=1. The yield is 0.910. (7) The reactants are Br[C:2]1[C:11]2[C:6](=[CH:7][CH:8]=[C:9]([F:12])[CH:10]=2)[C:5](=[O:13])[N:4]([CH3:14])[CH:3]=1.[CH:15]1([CH2:18][O:19][C:20]2[CH:25]=[CH:24][C:23]([S:26]([CH2:29][CH3:30])(=[O:28])=[O:27])=[CH:22][C:21]=2B2OC(C)(C)C(C)(C)O2)[CH2:17][CH2:16]1.[O-]P([O-])([O-])=O.[K+].[K+].[K+]. The catalyst is O1CCOCC1.O.C1C=CC(P(C2C=CC=CC=2)[C-]2C=CC=C2)=CC=1.C1C=CC(P(C2C=CC=CC=2)[C-]2C=CC=C2)=CC=1.Cl[Pd]Cl.[Fe+2]. The product is [CH:15]1([CH2:18][O:19][C:20]2[CH:25]=[CH:24][C:23]([S:26]([CH2:29][CH3:30])(=[O:28])=[O:27])=[CH:22][C:21]=2[C:2]2[C:11]3[C:6](=[CH:7][CH:8]=[C:9]([F:12])[CH:10]=3)[C:5](=[O:13])[N:4]([CH3:14])[CH:3]=2)[CH2:16][CH2:17]1. The yield is 0.160. (8) The reactants are [NH2:1][C:2]1[CH:7]=[CH:6][C:5]([Cl:8])=[CH:4][N:3]=1.Br[CH2:10][C:11](=O)[C:12]([O:14][CH2:15][CH3:16])=[O:13].C(=O)(O)[O-].[Na+]. The catalyst is CC(C)=O. The product is [Cl:8][C:5]1[CH:6]=[CH:7][C:2]2[N:3]([CH:10]=[C:11]([C:12]([O:14][CH2:15][CH3:16])=[O:13])[N:1]=2)[CH:4]=1. The yield is 0.740. (9) The reactants are [C:1]([Si:5]([CH3:37])([CH3:36])[O:6][CH:7]([C:32]([CH3:35])([CH3:34])[CH3:33])[CH2:8][O:9][C:10]1[CH:15]=[CH:14][C:13]([C:16]([C:21]2[S:25][C:24]([S:26](Cl)(=[O:28])=[O:27])=[C:23]([CH3:30])[CH:22]=2)([CH2:19][CH3:20])[CH2:17][CH3:18])=[CH:12][C:11]=1[CH3:31])([CH3:4])([CH3:3])[CH3:2].[C:38]([O:42][C:43](=[O:46])[CH2:44][NH2:45])([CH3:41])([CH3:40])[CH3:39]. No catalyst specified. The product is [C:38]([O:42][C:43](=[O:46])[CH3:44])([CH3:41])([CH3:40])[CH3:39].[C:1]([Si:5]([CH3:37])([CH3:36])[O:6][CH:7]([C:32]([CH3:35])([CH3:34])[CH3:33])[CH2:8][O:9][C:10]1[CH:15]=[CH:14][C:13]([C:16]([C:21]2[S:25][C:24]([S:26]([NH2:45])(=[O:28])=[O:27])=[C:23]([CH3:30])[CH:22]=2)([CH2:19][CH3:20])[CH2:17][CH3:18])=[CH:12][C:11]=1[CH3:31])([CH3:4])([CH3:3])[CH3:2]. The yield is 0.200.